From a dataset of NCI-60 drug combinations with 297,098 pairs across 59 cell lines. Regression. Given two drug SMILES strings and cell line genomic features, predict the synergy score measuring deviation from expected non-interaction effect. Drug 1: C1=CC(=CC=C1CCC2=CNC3=C2C(=O)NC(=N3)N)C(=O)NC(CCC(=O)O)C(=O)O. Synergy scores: CSS=43.2, Synergy_ZIP=1.48, Synergy_Bliss=-3.14, Synergy_Loewe=0.528, Synergy_HSA=2.77. Drug 2: C1=CC=C(C=C1)NC(=O)CCCCCCC(=O)NO. Cell line: RPMI-8226.